Dataset: Forward reaction prediction with 1.9M reactions from USPTO patents (1976-2016). Task: Predict the product of the given reaction. (1) Given the reactants [CH:1]1([N:6]2[C:14]3[C:9](=[CH:10][C:11](I)=[CH:12][CH:13]=3)[CH:8]=[N:7]2)[CH2:5][CH2:4][CH2:3][CH2:2]1.C(N1C2C(=CC([O:28][C@H:29]([C:33]3[CH:38]=[CH:37][CH:36]=[CH:35][CH:34]=3)[C@@H:30]([NH2:32])[CH3:31])=CC=2)C=N1)(C)C, predict the reaction product. The product is: [CH:1]1([N:6]2[C:14]3[C:9](=[CH:10][C:11]([O:28][C@H:29]([C:33]4[CH:38]=[CH:37][CH:36]=[CH:35][CH:34]=4)[C@@H:30]([NH2:32])[CH3:31])=[CH:12][CH:13]=3)[CH:8]=[N:7]2)[CH2:5][CH2:4][CH2:3][CH2:2]1. (2) Given the reactants [F:1][C:2]1[CH:23]=[C:22]([N+:24]([O-:26])=[O:25])[CH:21]=[CH:20][C:3]=1[O:4][C:5]1[CH:10]=[CH:9][N:8]=[CH:7][C:6]=1/[CH:11]=[CH:12]/[C:13]([O:15]C(C)(C)C)=[O:14].C(O)(C(F)(F)F)=O.C(Cl)[Cl:35], predict the reaction product. The product is: [ClH:35].[CH3:2][CH2:3][O:4][CH2:5][CH3:6].[F:1][C:2]1[CH:23]=[C:22]([N+:24]([O-:26])=[O:25])[CH:21]=[CH:20][C:3]=1[O:4][C:5]1[CH:10]=[CH:9][N:8]=[CH:7][C:6]=1/[CH:11]=[CH:12]/[C:13]([OH:15])=[O:14]. (3) Given the reactants [CH2:1]([O:3][C:4]([C:6]1[C:7](=[O:22])[C:8]2[C:13]([C:14]=1[C:15]1[CH:20]=[CH:19][CH:18]=[CH:17][CH:16]=1)=[CH:12][CH:11]=[C:10]([OH:21])[CH:9]=2)=[O:5])[CH3:2].C(=O)([O-])[O-].[K+].[K+].[I-].[Na+].Br[CH2:32][CH2:33][CH2:34][C:35]1[CH:40]=[CH:39][CH:38]=[CH:37][CH:36]=1, predict the reaction product. The product is: [CH2:1]([O:3][C:4]([C:6]1[C:7](=[O:22])[C:8]2[C:13]([C:14]=1[C:15]1[CH:20]=[CH:19][CH:18]=[CH:17][CH:16]=1)=[CH:12][CH:11]=[C:10]([O:21][CH2:32][CH2:33][CH2:34][C:35]1[CH:40]=[CH:39][CH:38]=[CH:37][CH:36]=1)[CH:9]=2)=[O:5])[CH3:2]. (4) Given the reactants [F:1][C:2]([F:35])([F:34])[C:3]1[CH:4]=[C:5]([CH:27]=[C:28]([C:30]([F:33])([F:32])[F:31])[CH:29]=1)[C:6]([N:8]1[CH2:26][CH2:25][C:11]2([N:15]([C:16]3[CH:21]=[CH:20][CH:19]=[CH:18][C:17]=3[CH3:22])[CH:14]([CH3:23])[NH:13][C:12]2=[O:24])[CH2:10][CH2:9]1)=[O:7].[C:36]1(B(O)O)[CH:41]=[CH:40][CH:39]=[CH:38][CH:37]=1, predict the reaction product. The product is: [F:35][C:2]([F:1])([F:34])[C:3]1[CH:4]=[C:5]([CH:27]=[C:28]([C:30]([F:33])([F:32])[F:31])[CH:29]=1)[C:6]([N:8]1[CH2:9][CH2:10][C:11]2([N:15]([C:16]3[CH:21]=[CH:20][CH:19]=[CH:18][C:17]=3[CH3:22])[CH:14]([CH3:23])[N:13]([C:36]3[CH:41]=[CH:40][CH:39]=[CH:38][CH:37]=3)[C:12]2=[O:24])[CH2:25][CH2:26]1)=[O:7]. (5) Given the reactants [CH2:1]([O:8][C:9]1[CH:14]=C[N:12]([CH2:15][C:16]([C:18]2[CH:23]=[CH:22][C:21]([CH2:24][OH:25])=[CH:20][CH:19]=2)=[O:17])[C:11](=[O:26])[CH:10]=1)[C:2]1[CH:7]=[CH:6][CH:5]=[CH:4][CH:3]=1.C(OC1C=N[NH:38]C(=O)C=1)C1C=CC=CC=1.BrCC(C1C=CC(CO)=CC=1)=O, predict the reaction product. The product is: [CH2:1]([O:8][C:9]1[CH:14]=[N:38][N:12]([CH2:15][C:16]([C:18]2[CH:23]=[CH:22][C:21]([CH2:24][OH:25])=[CH:20][CH:19]=2)=[O:17])[C:11](=[O:26])[CH:10]=1)[C:2]1[CH:7]=[CH:6][CH:5]=[CH:4][CH:3]=1.